From a dataset of Forward reaction prediction with 1.9M reactions from USPTO patents (1976-2016). Predict the product of the given reaction. (1) Given the reactants [CH2:1]([O:5][C:6]1[N:14]=[C:13]2[C:9]([N:10]=[C:11]([O:19][CH3:20])[N:12]2[CH2:15][CH2:16][CH2:17]Cl)=[C:8]([NH2:21])[N:7]=1)[CH2:2][CH2:3][CH3:4].[CH3:22][CH:23]([CH3:31])[CH2:24][N:25]1[CH2:30][CH2:29][NH:28][CH2:27][CH2:26]1, predict the reaction product. The product is: [CH2:1]([O:5][C:6]1[N:14]=[C:13]2[C:9]([N:10]=[C:11]([O:19][CH3:20])[N:12]2[CH2:15][CH2:16][CH2:17][N:28]2[CH2:29][CH2:30][N:25]([CH2:24][CH:23]([CH3:31])[CH3:22])[CH2:26][CH2:27]2)=[C:8]([NH2:21])[N:7]=1)[CH2:2][CH2:3][CH3:4]. (2) Given the reactants [CH2:1]([N:8]1[CH2:13][CH2:12][CH2:11][CH:10]([C:14](=[N:25][NH2:26])[C:15]2[C:20](Cl)=[CH:19][N:18]=[C:17]3[NH:22][CH:23]=[CH:24][C:16]=23)[CH2:9]1)[C:2]1[CH:7]=[CH:6][CH:5]=[CH:4][CH:3]=1.CC(C)([O-])C.[Na+].CO, predict the reaction product. The product is: [CH2:1]([N:8]1[CH2:13][CH2:12][CH2:11][CH:10]([C:14]2[C:15]3=[C:16]4[CH:24]=[CH:23][NH:22][C:17]4=[N:18][CH:19]=[C:20]3[NH:26][N:25]=2)[CH2:9]1)[C:2]1[CH:7]=[CH:6][CH:5]=[CH:4][CH:3]=1. (3) Given the reactants [Cl:1][C:2]1[CH:10]=[CH:9][C:8]2[N:7]([CH2:11][C:12]([CH:21]3[CH2:23][CH2:22]3)([C:14]3[CH:19]=[CH:18][C:17]([F:20])=[CH:16][CH:15]=3)O)[C:6]3[CH2:24][CH2:25][N:26]([CH3:28])[CH2:27][C:5]=3[C:4]=2[CH:3]=1.S(Cl)(Cl)=O.[OH-].[K+], predict the reaction product. The product is: [Cl:1][C:2]1[CH:10]=[CH:9][C:8]2[N:7](/[CH:11]=[C:12](/[C:14]3[CH:19]=[CH:18][C:17]([F:20])=[CH:16][CH:15]=3)\[CH:21]=[CH:22]\[CH3:23])[C:6]3[CH2:24][CH2:25][N:26]([CH3:28])[CH2:27][C:5]=3[C:4]=2[CH:3]=1. (4) Given the reactants S(OC)(O[CH3:5])(=O)=O.C([O-])([O-])=O.[K+].[K+].[CH2:14]([N:32]([CH2:40][CH2:41][CH2:42][CH2:43][CH2:44][CH2:45][CH2:46][CH2:47][CH2:48][CH2:49][CH2:50][CH2:51][CH2:52][CH2:53][CH2:54][CH2:55][CH2:56][CH3:57])[C:33](=[O:39])[CH2:34][CH2:35][C:36]([OH:38])=[O:37])[CH2:15][CH2:16][CH2:17][CH2:18][CH2:19][CH2:20][CH2:21][CH2:22][CH2:23][CH2:24][CH2:25][CH2:26][CH2:27][CH2:28][CH2:29][CH2:30][CH3:31], predict the reaction product. The product is: [CH2:40]([N:32]([CH2:14][CH2:15][CH2:16][CH2:17][CH2:18][CH2:19][CH2:20][CH2:21][CH2:22][CH2:23][CH2:24][CH2:25][CH2:26][CH2:27][CH2:28][CH2:29][CH2:30][CH3:31])[C:33](=[O:39])[CH2:34][CH2:35][C:36]([O:38][CH3:5])=[O:37])[CH2:41][CH2:42][CH2:43][CH2:44][CH2:45][CH2:46][CH2:47][CH2:48][CH2:49][CH2:50][CH2:51][CH2:52][CH2:53][CH2:54][CH2:55][CH2:56][CH3:57]. (5) Given the reactants [CH2:1]([C:3]1[C:8](=[O:9])[NH:7][C:6]([CH3:10])=[C:5]([C:11]2[O:15][C:14]([S:16]([Cl:19])(=[O:18])=[O:17])=[CH:13][CH:12]=2)[CH:4]=1)[CH3:2].[N:20]1[CH:25]=[CH:24][C:23]([N:26]2[CH2:31][CH2:30][NH:29][CH2:28][CH2:27]2)=[CH:22][CH:21]=1, predict the reaction product. The product is: [ClH:19].[CH2:1]([C:3]1[C:8](=[O:9])[NH:7][C:6]([CH3:10])=[C:5]([C:11]2[O:15][C:14]([S:16]([N:29]3[CH2:30][CH2:31][N:26]([C:23]4[CH:24]=[CH:25][N:20]=[CH:21][CH:22]=4)[CH2:27][CH2:28]3)(=[O:18])=[O:17])=[CH:13][CH:12]=2)[CH:4]=1)[CH3:2].